From a dataset of Full USPTO retrosynthesis dataset with 1.9M reactions from patents (1976-2016). Predict the reactants needed to synthesize the given product. (1) Given the product [ClH:12].[Cl:12][CH2:8][CH2:7][C:2]1[CH:3]=[CH:4][CH:5]=[CH:6][N:1]=1, predict the reactants needed to synthesize it. The reactants are: [N:1]1[CH:6]=[CH:5][CH:4]=[CH:3][C:2]=1[CH2:7][CH2:8]O.S(Cl)([Cl:12])=O. (2) Given the product [NH2:22][CH2:21][CH2:5][C:3]1[CH:2]=[CH:1][C:15]([OH:18])=[C:9]([OH:11])[CH:8]=1, predict the reactants needed to synthesize it. The reactants are: [C:1](O)(=O)[CH2:2][C:3]([CH2:8][C:9]([OH:11])=O)([C:5](O)=O)O.O.[C:15]([O-:18])(=O)C.[Na+].C(N(CC(O)=O)CC(O)=O)[CH2:21][N:22](CC(O)=O)CC(O)=O. (3) Given the product [CH2:1]([OH:9])[C:2]#[C:3][CH2:4][CH2:5][CH2:6][CH2:7][CH3:8], predict the reactants needed to synthesize it. The reactants are: [CH:1](=[O:9])[C:2]#[C:3][CH2:4][CH2:5][CH2:6][CH2:7][CH3:8].